This data is from TCR-epitope binding with 47,182 pairs between 192 epitopes and 23,139 TCRs. The task is: Binary Classification. Given a T-cell receptor sequence (or CDR3 region) and an epitope sequence, predict whether binding occurs between them. (1) The epitope is NQKLIANQF. The TCR CDR3 sequence is CASSLTRRGNQPQHF. Result: 0 (the TCR does not bind to the epitope). (2) The epitope is YIFFASFYY. The TCR CDR3 sequence is CASSSSGQLDEQFF. Result: 0 (the TCR does not bind to the epitope).